From a dataset of Full USPTO retrosynthesis dataset with 1.9M reactions from patents (1976-2016). Predict the reactants needed to synthesize the given product. Given the product [F:1][C:2]1[CH:3]=[C:4]([N:21]2[CH2:25][C@H:24]([CH2:26][NH:27][C:28](=[O:34])[O:29][C:30]([CH3:33])([CH3:32])[CH3:31])[O:23][C:22]2=[O:35])[CH:5]=[CH:6][C:7]=1[C:8]1[S:45][C:12]([CH2:13][C:14]2[CH:19]=[CH:18][CH:17]=[CH:16][N:15]=2)=[N:11][N:10]=1, predict the reactants needed to synthesize it. The reactants are: [F:1][C:2]1[CH:3]=[C:4]([N:21]2[CH2:25][C@H:24]([CH2:26][NH:27][C:28](=[O:34])[O:29][C:30]([CH3:33])([CH3:32])[CH3:31])[O:23][C:22]2=[O:35])[CH:5]=[CH:6][C:7]=1[C:8]([NH:10][NH:11][C:12](=O)[CH2:13][C:14]1[CH:19]=[CH:18][CH:17]=[CH:16][N:15]=1)=O.COC1C=CC(P2(SP(C3C=CC(OC)=CC=3)(=S)S2)=[S:45])=CC=1.